From a dataset of Reaction yield outcomes from USPTO patents with 853,638 reactions. Predict the reaction yield, written as a fraction of the theoretical maximum amount of product (1.0 means a 100% yield; for example, 0.34 means a 34% yield). The reactants are [O:1]1[CH2:6][CH2:5][N:4]([C:7]2[N:12]=[C:11]([N:13]3[CH2:18][CH2:17][O:16][CH2:15][CH2:14]3)[N:10]=[C:9]([C:19]3[CH:24]=[CH:23][C:22]([NH:25][C:26](=[O:37])[NH:27][C:28]4[CH:36]=[CH:35][C:31]([C:32](O)=[O:33])=[CH:30][CH:29]=4)=[CH:21][CH:20]=3)[N:8]=2)[CH2:3][CH2:2]1.CCN(C(C)C)C(C)C.CN(C(O[N:55]1N=N[C:57]2[CH:58]=[CH:59][CH:60]=[CH:61][C:56]1=2)=[N+](C)C)C.F[P-](F)(F)(F)(F)F.N1C=CC=CC=1CN. The catalyst is CN1C(=O)CCC1. The product is [O:1]1[CH2:6][CH2:5][N:4]([C:7]2[N:12]=[C:11]([N:13]3[CH2:14][CH2:15][O:16][CH2:17][CH2:18]3)[N:10]=[C:9]([C:19]3[CH:24]=[CH:23][C:22]([NH:25][C:26]([NH:27][C:28]4[CH:29]=[CH:30][C:31]([C:32](=[O:33])[CH2:61][C:60]5[CH:59]=[CH:58][CH:57]=[CH:56][N:55]=5)=[CH:35][CH:36]=4)=[O:37])=[CH:21][CH:20]=3)[N:8]=2)[CH2:3][CH2:2]1. The yield is 0.150.